This data is from Forward reaction prediction with 1.9M reactions from USPTO patents (1976-2016). The task is: Predict the product of the given reaction. (1) Given the reactants [CH3:1][C:2]1[C:3]([C:7]([O:9][CH3:10])=[O:8])=[CH:4][S:5][CH:6]=1.[Cl:11][CH2:12][CH2:13][CH2:14][C:15](Cl)=[O:16].C([O-])(O)=O.[Na+], predict the reaction product. The product is: [Cl:11][CH2:12][CH2:13][CH2:14][C:15]([C:6]1[S:5][CH:4]=[C:3]([C:7]([O:9][CH3:10])=[O:8])[C:2]=1[CH3:1])=[O:16]. (2) Given the reactants [Cl:1][C:2]1[CH:8]=[C:7]([O:9][C:10]2[C:11]3[N:18]([CH3:19])[CH:17]=[CH:16][C:12]=3[N:13]=[CH:14][N:15]=2)[CH:6]=[CH:5][C:3]=1[NH2:4].C(N(CC)CC)C.Cl[C:28](Cl)([O:30]C(=O)OC(Cl)(Cl)Cl)Cl.[CH2:39]([O:46][C:47]1[CH:48]=[C:49]([CH:51]=[C:52]([C:54]([F:57])([F:56])[F:55])[CH:53]=1)[NH2:50])[C:40]1[CH:45]=[CH:44][CH:43]=[CH:42][CH:41]=1, predict the reaction product. The product is: [CH2:39]([O:46][C:47]1[CH:48]=[C:49]([NH:50][C:28]([NH:4][C:3]2[CH:5]=[CH:6][C:7]([O:9][C:10]3[C:11]4[N:18]([CH3:19])[CH:17]=[CH:16][C:12]=4[N:13]=[CH:14][N:15]=3)=[CH:8][C:2]=2[Cl:1])=[O:30])[CH:51]=[C:52]([C:54]([F:55])([F:56])[F:57])[CH:53]=1)[C:40]1[CH:41]=[CH:42][CH:43]=[CH:44][CH:45]=1. (3) Given the reactants [Br:1][C:2](Br)=[CH:3][C@H:4]1[CH2:9][CH2:8][C@H:7]2[C@H:10]3[C@H:20]([CH2:21][CH2:22][C@:5]12[CH3:6])[C@:18]1([CH3:19])[C@H:13]([CH2:14][C@H:15]([O:23][Si](C(C)(C)C)(C2C=CC=CC=2)C2C=CC=CC=2)[CH2:16][CH2:17]1)[CH2:12][CH2:11]3, predict the reaction product. The product is: [Br:1][C:2]#[C:3][C@H:4]1[CH2:9][CH2:8][C@H:7]2[C@H:10]3[C@H:20]([CH2:21][CH2:22][C@:5]12[CH3:6])[C@:18]1([CH3:19])[C@H:13]([CH2:14][C@H:15]([OH:23])[CH2:16][CH2:17]1)[CH2:12][CH2:11]3. (4) Given the reactants [C:1]([C:5]1[N:6]=[C:7]([N:16]2[CH2:20][CH2:19][C:18]([F:22])([F:21])[CH2:17]2)[C:8]2[C:9](=[N:11][N:12]([CH2:14][CH3:15])[N:13]=2)[N:10]=1)([CH3:4])([CH3:3])[CH3:2].C(C1N=[C:29]([N:36]2[CH2:40][CH2:39][C:38](F)(F)[CH2:37]2)C2N=NNC=2N=1)(C)(C)C.Br.BrCCC1C=CC=CN=1, predict the reaction product. The product is: [C:1]([C:5]1[N:6]=[C:7]([N:16]2[CH2:20][CH2:19][C:18]([F:21])([F:22])[CH2:17]2)[C:8]2[C:9](=[N:11][N:12]([CH2:14][CH2:15][C:40]3[CH:39]=[CH:38][CH:37]=[CH:29][N:36]=3)[N:13]=2)[N:10]=1)([CH3:2])([CH3:3])[CH3:4]. (5) Given the reactants CS(O)(=O)=O.[O:6]=[C:7]([C:14]1[CH:19]=[CH:18][CH:17]=[CH:16][CH:15]=1)[C:8]([NH:10][CH2:11][C:12]#[CH:13])=[O:9], predict the reaction product. The product is: [CH3:13][C:12]1[O:9][C:8]([C:7]([C:14]2[CH:19]=[CH:18][CH:17]=[CH:16][CH:15]=2)=[O:6])=[N:10][CH:11]=1. (6) Given the reactants [OH:1][N:2]=[CH:3][C:4]1[N:5]=[C:6]([CH:9]2[CH2:14][CH2:13][N:12]([C:15]([O:17][C:18]([CH3:21])([CH3:20])[CH3:19])=[O:16])[CH2:11][CH2:10]2)[S:7][CH:8]=1.ClN1C(=O)CCC1=O.[F:30][C:31]1[CH:32]=[C:33]([CH:35]=[C:36]([F:40])[C:37]=1[CH:38]=[CH2:39])[NH2:34].C(N(CC)CC)C, predict the reaction product. The product is: [NH2:34][C:33]1[CH:35]=[C:36]([F:40])[C:37]([CH:38]2[O:1][N:2]=[C:3]([C:4]3[N:5]=[C:6]([CH:9]4[CH2:10][CH2:11][N:12]([C:15]([O:17][C:18]([CH3:21])([CH3:20])[CH3:19])=[O:16])[CH2:13][CH2:14]4)[S:7][CH:8]=3)[CH2:39]2)=[C:31]([F:30])[CH:32]=1.